This data is from Peptide-MHC class I binding affinity with 185,985 pairs from IEDB/IMGT. The task is: Regression. Given a peptide amino acid sequence and an MHC pseudo amino acid sequence, predict their binding affinity value. This is MHC class I binding data. (1) The peptide sequence is RSFPEWDYI. The MHC is HLA-B46:01 with pseudo-sequence HLA-B46:01. The binding affinity (normalized) is 0.0847. (2) The peptide sequence is YTAVVPLVY. The MHC is HLA-B46:01 with pseudo-sequence HLA-B46:01. The binding affinity (normalized) is 0.665. (3) The peptide sequence is HFFLFLLYIL. The MHC is HLA-A23:01 with pseudo-sequence HLA-A23:01. The binding affinity (normalized) is 0.175. (4) The peptide sequence is LLWTLVVLL. The MHC is HLA-A23:01 with pseudo-sequence HLA-A23:01. The binding affinity (normalized) is 0. (5) The peptide sequence is IVHPPMLYM. The MHC is HLA-B58:01 with pseudo-sequence HLA-B58:01. The binding affinity (normalized) is 0.196. (6) The peptide sequence is YLMPYSVYI. The MHC is HLA-A02:01 with pseudo-sequence HLA-A02:01. The binding affinity (normalized) is 1.00. (7) The peptide sequence is LLARFGLEK. The MHC is HLA-A03:01 with pseudo-sequence HLA-A03:01. The binding affinity (normalized) is 0.752.